Dataset: Full USPTO retrosynthesis dataset with 1.9M reactions from patents (1976-2016). Task: Predict the reactants needed to synthesize the given product. (1) Given the product [NH2:9][C:8]1[N:7]=[CH:6][C:5]([CH:12]([CH3:15])[CH2:13][OH:14])=[CH:4][C:3]=1[O:2][CH3:1], predict the reactants needed to synthesize it. The reactants are: [CH3:1][O:2][C:3]1[CH:4]=[C:5]([CH:12]([CH3:15])[CH2:13][OH:14])[CH:6]=[N:7][C:8]=1[N+:9]([O-])=O. (2) Given the product [NH2:1][C:2]1[C:7]([F:8])=[C:6]([Cl:21])[N:5]=[C:4]([C:10]([O:12][CH:13]([CH3:15])[CH3:14])=[O:11])[CH:3]=1, predict the reactants needed to synthesize it. The reactants are: [NH2:1][C:2]1[C:7]([F:8])=[C:6](F)[N:5]=[C:4]([C:10]([O:12][CH:13]([CH3:15])[CH3:14])=[O:11])[CH:3]=1.C([O-])(O)=O.[Na+].[ClH:21]. (3) Given the product [F:26][C:23]([F:24])([F:25])[C:13]1[CH:14]=[C:15]([C:19]([F:21])([F:22])[F:20])[C:16]2[CH:17]=[CH:18][C:9]3[N:10]([CH:27]=[C:7]([C:5]4[O:6][CH:2]=[CH:3][N:4]=4)[N:8]=3)[C:11]=2[N:12]=1, predict the reactants needed to synthesize it. The reactants are: O=[CH:2][CH2:3][NH:4][C:5]([C:7]1[N:8]=[C:9]2[CH:18]=[CH:17][C:16]3[C:15]([C:19]([F:22])([F:21])[F:20])=[CH:14][C:13]([C:23]([F:26])([F:25])[F:24])=[N:12][C:11]=3[N:10]2[CH:27]=1)=[O:6].ClC(Cl)(Cl)C(Cl)(Cl)Cl.C1C=CC(P(C2C=CC=CC=2)C2C=CC=CC=2)=CC=1.CCN(CC)CC. (4) Given the product [CH2:36]([O:35][CH2:34][C@H:16]([NH:15][C:12](=[O:14])[CH2:11][CH2:10][CH2:9][CH2:8][C:2]1[CH:3]=[CH:4][CH:5]=[CH:6][CH:7]=1)[C:17]([NH:19][C:20]1[CH:25]=[CH:24][C:23]([O:26][C:27]2[CH:32]=[CH:31][C:30]([F:33])=[CH:29][CH:28]=2)=[CH:22][CH:21]=1)=[O:18])[C:37]1[CH:42]=[CH:41][CH:40]=[CH:39][CH:38]=1, predict the reactants needed to synthesize it. The reactants are: Cl.[C:2]1([CH2:8][CH2:9][CH2:10][CH2:11][C:12]([OH:14])=O)[CH:7]=[CH:6][CH:5]=[CH:4][CH:3]=1.[NH2:15][C@@H:16]([CH2:34][O:35][CH2:36][C:37]1[CH:42]=[CH:41][CH:40]=[CH:39][CH:38]=1)[C:17]([NH:19][C:20]1[CH:25]=[CH:24][C:23]([O:26][C:27]2[CH:32]=[CH:31][C:30]([F:33])=[CH:29][CH:28]=2)=[CH:22][CH:21]=1)=[O:18]. (5) Given the product [CH3:7][C:5]1[S:6][C:2]([NH:17][CH2:16][CH2:15][C:12]2[CH:13]=[CH:14][C:9]([CH3:18])=[CH:10][CH:11]=2)=[C:3]([CH3:8])[N:4]=1, predict the reactants needed to synthesize it. The reactants are: Br[C:2]1[S:6][C:5]([CH3:7])=[N:4][C:3]=1[CH3:8].[C:9]1([CH3:18])[CH:14]=[CH:13][C:12]([CH2:15][CH2:16][NH2:17])=[CH:11][CH:10]=1.C(=O)([O-])[O-].[K+].[K+]. (6) Given the product [CH3:1][O:2][C:3](=[O:29])[C:4]1[CH:9]=[CH:8][C:7]([O:10][CH2:11][CH2:12][CH2:13][O:37]/[N:36]=[CH:35]/[C:34]2[CH:38]=[C:39]([C:41]([F:43])([F:44])[F:42])[CH:40]=[C:32]([C:31]([F:30])([F:45])[F:46])[CH:33]=2)=[CH:6][C:5]=1[NH:15][C:16](=[O:28])[C:17]1[CH:22]=[CH:21][C:20]([O:23][C:24]([F:27])([F:26])[F:25])=[CH:19][CH:18]=1, predict the reactants needed to synthesize it. The reactants are: [CH3:1][O:2][C:3](=[O:29])[C:4]1[CH:9]=[CH:8][C:7]([O:10][CH2:11][CH2:12][CH2:13]Br)=[CH:6][C:5]=1[NH:15][C:16](=[O:28])[C:17]1[CH:22]=[CH:21][C:20]([O:23][C:24]([F:27])([F:26])[F:25])=[CH:19][CH:18]=1.[F:30][C:31]([F:46])([F:45])[C:32]1[CH:33]=[C:34]([CH:38]=[C:39]([C:41]([F:44])([F:43])[F:42])[CH:40]=1)[CH:35]=[N:36][OH:37].C(=O)([O-])[O-].[Cs+].[Cs+]. (7) The reactants are: Cl.[C:2]([O:5][C:6]1[CH:7]=[C:8]([CH:23]=[CH:24][C:25]=1[CH3:26])[NH:9][C:10]1[C:19]2[C:14](=[CH:15][C:16]([OH:22])=[C:17]([O:20][CH3:21])[CH:18]=2)[N:13]=[CH:12][N:11]=1)(=[O:4])[CH3:3].Cl.Cl[CH2:29][C:30]1[CH:35]=[CH:34][CH:33]=[CH:32][N:31]=1. Given the product [C:2]([O:5][C:6]1[CH:7]=[C:8]([CH:23]=[CH:24][C:25]=1[CH3:26])[NH:9][C:10]1[C:19]2[C:14](=[CH:15][C:16]([O:22][CH2:29][C:30]3[CH:35]=[CH:34][CH:33]=[CH:32][N:31]=3)=[C:17]([O:20][CH3:21])[CH:18]=2)[N:13]=[CH:12][N:11]=1)(=[O:4])[CH3:3], predict the reactants needed to synthesize it.